From a dataset of NCI-60 drug combinations with 297,098 pairs across 59 cell lines. Regression. Given two drug SMILES strings and cell line genomic features, predict the synergy score measuring deviation from expected non-interaction effect. (1) Drug 1: CC1=C2C(C(=O)C3(C(CC4C(C3C(C(C2(C)C)(CC1OC(=O)C(C(C5=CC=CC=C5)NC(=O)OC(C)(C)C)O)O)OC(=O)C6=CC=CC=C6)(CO4)OC(=O)C)OC)C)OC. Drug 2: CC1C(C(=O)NC(C(=O)N2CCCC2C(=O)N(CC(=O)N(C(C(=O)O1)C(C)C)C)C)C(C)C)NC(=O)C3=C4C(=C(C=C3)C)OC5=C(C(=O)C(=C(C5=N4)C(=O)NC6C(OC(=O)C(N(C(=O)CN(C(=O)C7CCCN7C(=O)C(NC6=O)C(C)C)C)C)C(C)C)C)N)C. Cell line: LOX IMVI. Synergy scores: CSS=20.9, Synergy_ZIP=-0.609, Synergy_Bliss=-1.38, Synergy_Loewe=-8.99, Synergy_HSA=-0.729. (2) Drug 1: CS(=O)(=O)C1=CC(=C(C=C1)C(=O)NC2=CC(=C(C=C2)Cl)C3=CC=CC=N3)Cl. Drug 2: C1=NC2=C(N=C(N=C2N1C3C(C(C(O3)CO)O)F)Cl)N. Cell line: U251. Synergy scores: CSS=16.8, Synergy_ZIP=-1.19, Synergy_Bliss=-0.0333, Synergy_Loewe=-28.8, Synergy_HSA=0.949. (3) Drug 1: C1=CC=C(C(=C1)C(C2=CC=C(C=C2)Cl)C(Cl)Cl)Cl. Drug 2: C1CNP(=O)(OC1)N(CCCl)CCCl. Cell line: OVCAR-8. Synergy scores: CSS=3.64, Synergy_ZIP=0.639, Synergy_Bliss=1.95, Synergy_Loewe=0.167, Synergy_HSA=0.349. (4) Drug 1: C1=CN(C=N1)CC(O)(P(=O)(O)O)P(=O)(O)O. Drug 2: C(=O)(N)NO. Cell line: EKVX. Synergy scores: CSS=-2.51, Synergy_ZIP=-0.692, Synergy_Bliss=-1.86, Synergy_Loewe=-3.37, Synergy_HSA=-4.44. (5) Drug 1: C1=C(C(=O)NC(=O)N1)N(CCCl)CCCl. Drug 2: CC1CCCC2(C(O2)CC(NC(=O)CC(C(C(=O)C(C1O)C)(C)C)O)C(=CC3=CSC(=N3)C)C)C. Cell line: NCI-H322M. Synergy scores: CSS=-0.229, Synergy_ZIP=0.502, Synergy_Bliss=1.05, Synergy_Loewe=-1.98, Synergy_HSA=-0.702. (6) Drug 1: CCC1(CC2CC(C3=C(CCN(C2)C1)C4=CC=CC=C4N3)(C5=C(C=C6C(=C5)C78CCN9C7C(C=CC9)(C(C(C8N6C)(C(=O)OC)O)OC(=O)C)CC)OC)C(=O)OC)O.OS(=O)(=O)O. Drug 2: C1C(C(OC1N2C=NC3=C2NC=NCC3O)CO)O. Cell line: UO-31. Synergy scores: CSS=0.731, Synergy_ZIP=3.89, Synergy_Bliss=3.88, Synergy_Loewe=1.76, Synergy_HSA=0.128. (7) Drug 1: C1CC(C1)(C(=O)O)C(=O)O.[NH2-].[NH2-].[Pt+2]. Drug 2: C1=CC=C(C(=C1)C(C2=CC=C(C=C2)Cl)C(Cl)Cl)Cl. Cell line: MOLT-4. Synergy scores: CSS=51.9, Synergy_ZIP=2.09, Synergy_Bliss=-2.31, Synergy_Loewe=-29.0, Synergy_HSA=-5.63. (8) Drug 1: CCC1=C2CN3C(=CC4=C(C3=O)COC(=O)C4(CC)O)C2=NC5=C1C=C(C=C5)O. Drug 2: C1CC(=O)NC(=O)C1N2C(=O)C3=CC=CC=C3C2=O. Cell line: LOX IMVI. Synergy scores: CSS=31.8, Synergy_ZIP=-1.42, Synergy_Bliss=-2.99, Synergy_Loewe=-32.2, Synergy_HSA=-1.05. (9) Drug 1: CCN(CC)CCNC(=O)C1=C(NC(=C1C)C=C2C3=C(C=CC(=C3)F)NC2=O)C. Drug 2: CC1=C(C(=O)C2=C(C1=O)N3CC4C(C3(C2COC(=O)N)OC)N4)N. Cell line: MALME-3M. Synergy scores: CSS=16.1, Synergy_ZIP=-6.21, Synergy_Bliss=-3.65, Synergy_Loewe=-1.64, Synergy_HSA=-1.36.